Dataset: Forward reaction prediction with 1.9M reactions from USPTO patents (1976-2016). Task: Predict the product of the given reaction. (1) The product is: [C:1]1(=[N:15][OH:16])[C:11]2=[C:12]3[C:7](=[CH:8][CH:9]=[CH:10]2)[CH2:6][CH2:5][CH2:4][CH:3]3[CH2:2]1. Given the reactants [C:1]1(=O)[C:11]2=[C:12]3[C:7](=[CH:8][CH:9]=[CH:10]2)[CH2:6][CH2:5][CH2:4][CH:3]3[CH2:2]1.Cl.[NH2:15][OH:16].C([O-])(=O)C.[Na+], predict the reaction product. (2) Given the reactants [CH2:1]([C:4]1[CH:9]=[C:8]([F:10])[CH:7]=[C:6]([C:11]2[C:16]([Cl:17])=[CH:15][CH:14]=[CH:13][C:12]=2[Cl:18])[C:5]=1[OH:19])[CH:2]=[CH2:3], predict the reaction product. The product is: [Cl:17][C:16]1[CH:15]=[CH:14][CH:13]=[C:12]([Cl:18])[C:11]=1[C:6]1[C:5]([OH:19])=[C:4]([CH:1]=[CH:2][CH3:3])[CH:9]=[C:8]([F:10])[CH:7]=1. (3) Given the reactants [OH-].[Na+].[F:3][C:4]([C:13]([F:16])([F:15])[F:14])([C:9]([F:12])([F:11])[F:10])[CH2:5][CH2:6][CH2:7][OH:8].[CH2:17]([CH:19]1[O:21][CH2:20]1)Cl, predict the reaction product. The product is: [F:3][C:4]([C:13]([F:14])([F:15])[F:16])([C:9]([F:11])([F:10])[F:12])[CH2:5][CH2:6][CH2:7][O:8][CH2:17][CH:19]1[CH2:20][O:21]1. (4) Given the reactants [F:1][CH2:2][CH2:3]I.C(=O)([O-])[O-].[K+].[K+].[C:11]([O:15][C:16]([NH:18][C@H:19]([C:37]([O:39][C:40]([CH3:43])([CH3:42])[CH3:41])=[O:38])[CH2:20][C@H:21]([CH2:29][C:30]1[CH:35]=[CH:34][C:33]([OH:36])=[CH:32][N:31]=1)[C:22]([O:24][C:25]([CH3:28])([CH3:27])[CH3:26])=[O:23])=[O:17])([CH3:14])([CH3:13])[CH3:12], predict the reaction product. The product is: [C:11]([O:15][C:16]([NH:18][C@H:19]([C:37]([O:39][C:40]([CH3:43])([CH3:42])[CH3:41])=[O:38])[CH2:20][C@H:21]([CH2:29][C:30]1[CH:35]=[CH:34][C:33]([O:36][CH2:3][CH2:2][F:1])=[CH:32][N:31]=1)[C:22]([O:24][C:25]([CH3:27])([CH3:26])[CH3:28])=[O:23])=[O:17])([CH3:12])([CH3:13])[CH3:14].